From a dataset of Catalyst prediction with 721,799 reactions and 888 catalyst types from USPTO. Predict which catalyst facilitates the given reaction. (1) Reactant: [Cl:1][C:2]1[N:10]=[C:9]2[C:5]([N:6]=[CH:7][N:8]2[C:11]([C:24]2[CH:29]=[CH:28][CH:27]=[CH:26][CH:25]=2)([C:18]2[CH:23]=[CH:22][CH:21]=[CH:20][CH:19]=2)[C:12]2[CH:17]=[CH:16][CH:15]=[CH:14][CH:13]=2)=[C:4]([Cl:30])[N:3]=1.CC(C[AlH]CC(C)C)C. Product: [Cl:1][C:2]1[N:10]=[C:9]2[C:5]([NH:6][CH2:7][N:8]2[C:11]([C:18]2[CH:19]=[CH:20][CH:21]=[CH:22][CH:23]=2)([C:24]2[CH:29]=[CH:28][CH:27]=[CH:26][CH:25]=2)[C:12]2[CH:13]=[CH:14][CH:15]=[CH:16][CH:17]=2)=[C:4]([Cl:30])[N:3]=1. The catalyst class is: 1. (2) Reactant: [N+:1]([C:4]1[CH:5]=[C:6]([CH:10]2[C:15]3[NH:16][C:17]4[C:22]([C:14]=3[CH2:13][CH2:12][O:11]2)=[CH:21][CH:20]=[CH:19][CH:18]=4)[CH:7]=[CH:8][CH:9]=1)([O-])=O. Product: [NH2:1][C:4]1[CH:5]=[C:6]([CH:10]2[C:15]3[NH:16][C:17]4[C:22]([C:14]=3[CH2:13][CH2:12][O:11]2)=[CH:21][CH:20]=[CH:19][CH:18]=4)[CH:7]=[CH:8][CH:9]=1. The catalyst class is: 19. (3) Reactant: [Cl:1][C:2]1[CH:3]=[CH:4][C:5]2[S:9][CH:8]=[C:7]([CH2:10][CH2:11]O)[C:6]=2[CH:13]=1.C1(P(C2C=CC=CC=2)C2C=CC=CC=2)C=CC=CC=1.[I:33]I.N1C=CN=C1. Product: [Cl:1][C:2]1[CH:3]=[CH:4][C:5]2[S:9][CH:8]=[C:7]([CH2:10][CH2:11][I:33])[C:6]=2[CH:13]=1. The catalyst class is: 1. (4) Reactant: [Br:1][C:2]1[CH:9]=[C:8]([N:10]2[C:18]3[CH2:17][CH2:16][CH:15](Br)[C:14](=[O:20])[C:13]=3[C:12]([C:21]([F:24])([F:23])[F:22])=[N:11]2)[CH:7]=[CH:6][C:3]=1[C:4]#[N:5].C(=O)([O-])[O-].[Li+].[Li+].[Br-].[Li+].Cl. Product: [Br:1][C:2]1[CH:9]=[C:8]([N:10]2[C:18]3[C:13](=[C:14]([OH:20])[CH:15]=[CH:16][CH:17]=3)[C:12]([C:21]([F:23])([F:22])[F:24])=[N:11]2)[CH:7]=[CH:6][C:3]=1[C:4]#[N:5]. The catalyst class is: 9. (5) Reactant: [H-].[Na+].[CH2:3]([OH:10])[C:4]1[CH:9]=[CH:8][CH:7]=[CH:6][CH:5]=1.F[C:12]1[CH:19]=[CH:18][C:15]([CH:16]=[O:17])=[C:14]([Cl:20])[CH:13]=1. Product: [CH2:3]([O:10][C:12]1[CH:19]=[CH:18][C:15]([CH:16]=[O:17])=[C:14]([Cl:20])[CH:13]=1)[C:4]1[CH:9]=[CH:8][CH:7]=[CH:6][CH:5]=1. The catalyst class is: 9.